The task is: Predict the product of the given reaction.. This data is from Forward reaction prediction with 1.9M reactions from USPTO patents (1976-2016). Given the reactants [Cl:1][C:2]1[CH:3]=[C:4]2[C:8](=[CH:9][CH:10]=1)[N:7]([CH2:11]O)[C:6](=[O:13])[CH2:5]2.C([C:16]1[NH:17][CH:18]=[CH:19][N:20]=1)([C:16]1[NH:17][CH:18]=[CH:19][N:20]=1)=O, predict the reaction product. The product is: [Cl:1][C:2]1[CH:3]=[C:4]2[C:8](=[CH:9][CH:10]=1)[N:7]([CH2:11][N:17]1[CH:18]=[CH:19][N:20]=[CH:16]1)[C:6](=[O:13])[CH2:5]2.